From a dataset of Full USPTO retrosynthesis dataset with 1.9M reactions from patents (1976-2016). Predict the reactants needed to synthesize the given product. (1) Given the product [Cl:1][C:2]1[CH:7]=[C:6]([B:8]2[O:12][C:11]([CH3:13])([CH3:14])[C:10]([CH3:16])([CH3:15])[O:9]2)[CH:5]=[C:4]([O:17][CH3:21])[CH:3]=1, predict the reactants needed to synthesize it. The reactants are: [Cl:1][C:2]1[CH:3]=[C:4]([OH:17])[CH:5]=[C:6]([B:8]2[O:12][C:11]([CH3:14])([CH3:13])[C:10]([CH3:16])([CH3:15])[O:9]2)[CH:7]=1.[H-].[Na+].I[CH3:21].[Cl-].[NH4+]. (2) Given the product [CH3:14][N:11]1[CH2:10][CH2:9][CH:8]([C:6]2[N:7]=[C:2]([NH:37][C:36]3[CH:35]=[CH:34][C:33]([N:30]4[CH2:31][CH2:32][O:27][CH2:28][CH2:29]4)=[CH:39][CH:38]=3)[C:3]3[NH:17][N:16]=[CH:15][C:4]=3[N:5]=2)[CH2:13][CH2:12]1, predict the reactants needed to synthesize it. The reactants are: Cl[C:2]1[C:3]2[C:4](=[CH:15][N:16](CC3C=CC(OC)=CC=3)[N:17]=2)[N:5]=[C:6]([CH:8]2[CH2:13][CH2:12][N:11]([CH3:14])[CH2:10][CH2:9]2)[N:7]=1.[O:27]1[CH2:32][CH2:31][N:30]([C:33]2[CH:39]=[CH:38][C:36]([NH2:37])=[CH:35][CH:34]=2)[CH2:29][CH2:28]1.Cl. (3) Given the product [OH:25][NH:24][C:4]([C:6]1[S:10][C:9]2[CH:11]=[CH:12][C:13]([NH:15][C:16](=[O:23])[C:17]3[CH:22]=[CH:21][CH:20]=[CH:19][CH:18]=3)=[CH:14][C:8]=2[CH:7]=1)=[O:3], predict the reactants needed to synthesize it. The reactants are: C([O:3][C:4]([C:6]1[S:10][C:9]2[CH:11]=[CH:12][C:13]([NH:15][C:16](=[O:23])[C:17]3[CH:22]=[CH:21][CH:20]=[CH:19][CH:18]=3)=[CH:14][C:8]=2[CH:7]=1)=O)C.[NH2:24][OH:25].Cl.C[O-].[Na+].